Dataset: hERG potassium channel inhibition data for cardiac toxicity prediction from Karim et al.. Task: Regression/Classification. Given a drug SMILES string, predict its toxicity properties. Task type varies by dataset: regression for continuous values (e.g., LD50, hERG inhibition percentage) or binary classification for toxic/non-toxic outcomes (e.g., AMES mutagenicity, cardiotoxicity, hepatotoxicity). Dataset: herg_karim. (1) The molecule is NC(=O)CNC[C@H]1CC[C@]2(CC1)OO[C@]1(O2)C2CC3CC(C2)CC1C3. The result is 1 (blocker). (2) The compound is N#Cc1cncc(-c2cc3sc(N4CCC(N5CCCCC5)CC4)nc3cn2)c1. The result is 1 (blocker).